This data is from NCI-60 drug combinations with 297,098 pairs across 59 cell lines. The task is: Regression. Given two drug SMILES strings and cell line genomic features, predict the synergy score measuring deviation from expected non-interaction effect. (1) Drug 1: CC1=CC=C(C=C1)C2=CC(=NN2C3=CC=C(C=C3)S(=O)(=O)N)C(F)(F)F. Drug 2: C1=NC2=C(N1)C(=S)N=CN2. Cell line: SF-539. Synergy scores: CSS=39.1, Synergy_ZIP=-2.37, Synergy_Bliss=-0.130, Synergy_Loewe=-26.7, Synergy_HSA=-0.419. (2) Drug 1: CC1CCC2CC(C(=CC=CC=CC(CC(C(=O)C(C(C(=CC(C(=O)CC(OC(=O)C3CCCCN3C(=O)C(=O)C1(O2)O)C(C)CC4CCC(C(C4)OC)OCCO)C)C)O)OC)C)C)C)OC. Drug 2: CC1=C(C(=O)C2=C(C1=O)N3CC4C(C3(C2COC(=O)N)OC)N4)N. Cell line: HL-60(TB). Synergy scores: CSS=35.1, Synergy_ZIP=3.81, Synergy_Bliss=4.22, Synergy_Loewe=-21.0, Synergy_HSA=-1.47. (3) Drug 1: C1CCN(CC1)CCOC2=CC=C(C=C2)C(=O)C3=C(SC4=C3C=CC(=C4)O)C5=CC=C(C=C5)O. Drug 2: C1C(C(OC1N2C=C(C(=O)NC2=O)F)CO)O. Cell line: MOLT-4. Synergy scores: CSS=58.6, Synergy_ZIP=-0.0736, Synergy_Bliss=-2.24, Synergy_Loewe=-23.4, Synergy_HSA=-2.59.